Predict which catalyst facilitates the given reaction. From a dataset of Catalyst prediction with 721,799 reactions and 888 catalyst types from USPTO. (1) Reactant: [Cl:1][C:2]1[N:3]=[C:4](Cl)[C:5]2[S:10][CH:9]=[C:8]([CH3:11])[C:6]=2[N:7]=1.[CH2:13]([NH2:17])[CH2:14][CH2:15][CH3:16]. Product: [CH2:13]([NH:17][C:4]1[C:5]2[S:10][CH:9]=[C:8]([CH3:11])[C:6]=2[N:7]=[C:2]([Cl:1])[N:3]=1)[CH2:14][CH2:15][CH3:16]. The catalyst class is: 3. (2) Reactant: C(OC([N:8]1[C:12]2=[N:13][CH:14]=[C:15]([Br:17])[CH:16]=[C:11]2[C:10]([CH2:18]Br)=[N:9]1)=O)(C)(C)C.Cl.[CH3:21][NH:22][CH3:23]. Product: [Br:17][C:15]1[CH:16]=[C:11]2[C:10]([CH2:18][N:22]([CH3:23])[CH3:21])=[N:9][NH:8][C:12]2=[N:13][CH:14]=1. The catalyst class is: 508.